Dataset: Forward reaction prediction with 1.9M reactions from USPTO patents (1976-2016). Task: Predict the product of the given reaction. (1) The product is: [Br:19][C:18]1[C:17]2[C:12](=[C:13]([F:22])[CH:14]=[C:15]([O:20][CH3:21])[CH:16]=2)[N:11]=[CH:10][C:9]=1[NH2:5]. Given the reactants CC([N:5]([C:9]1[CH:10]=[N:11][C:12]2[C:17]([C:18]=1[Br:19])=[CH:16][C:15]([O:20][CH3:21])=[CH:14][C:13]=2[F:22])C(=O)[O-])(C)C.FC(F)(F)C(O)=O, predict the reaction product. (2) Given the reactants [H-].[Na+].[C:3]([NH:6][C:7]1[CH:8]=[C:9]([OH:13])[CH:10]=[CH:11][CH:12]=1)(=[O:5])[CH3:4].[C:14]1([C:23]2[C:18](=[CH:19][CH:20]=[CH:21][CH:22]=2)[CH2:17][O:16]1)=[O:15], predict the reaction product. The product is: [C:3]([NH:6][C:7]1[CH:8]=[C:9]([CH:10]=[CH:11][CH:12]=1)[O:13][CH2:17][C:18]1[CH:19]=[CH:20][CH:21]=[CH:22][C:23]=1[C:14]([OH:16])=[O:15])(=[O:5])[CH3:4]. (3) Given the reactants [CH2:1]([O:3][C:4]1[CH:5]=[C:6]2[C:11](=[C:12]3[CH2:16][C:15]([CH3:18])([CH3:17])[O:14][C:13]=13)[C:10]([C:19]1[CH:24]=[CH:23][CH:22]=[CH:21][CH:20]=1)=[N:9][C:8]([CH3:28])([CH2:25][C:26]#[N:27])[CH2:7]2)[CH3:2].[OH-:29].[Na+].O.OO.O, predict the reaction product. The product is: [CH2:1]([O:3][C:4]1[CH:5]=[C:6]2[C:11](=[C:12]3[CH2:16][C:15]([CH3:18])([CH3:17])[O:14][C:13]=13)[C:10]([C:19]1[CH:24]=[CH:23][CH:22]=[CH:21][CH:20]=1)=[N:9][C:8]([CH3:28])([CH2:25][C:26]([NH2:27])=[O:29])[CH2:7]2)[CH3:2]. (4) Given the reactants [CH3:1][O:2][C:3]([C:5]1[C:6]2[CH:7]=[CH:8][N:9]([CH:16]([CH3:18])[CH3:17])[C:10]=2[CH:11]=[C:12]([O:14]C)[CH:13]=1)=[O:4].[Cl-].[Al+3].[Cl-].[Cl-], predict the reaction product. The product is: [CH3:1][O:2][C:3]([C:5]1[C:6]2[CH:7]=[CH:8][N:9]([CH:16]([CH3:18])[CH3:17])[C:10]=2[CH:11]=[C:12]([OH:14])[CH:13]=1)=[O:4]. (5) Given the reactants C([NH:4][CH:5]([CH2:9][C:10]1[CH:15]=[CH:14][C:13]([O:16][CH3:17])=[CH:12][C:11]=1[F:18])[C:6]([OH:8])=[O:7])(=O)C, predict the reaction product. The product is: [NH2:4][CH:5]([CH2:9][C:10]1[CH:15]=[CH:14][C:13]([O:16][CH3:17])=[CH:12][C:11]=1[F:18])[C:6]([OH:8])=[O:7]. (6) The product is: [N:1]1([C:7]([C:9]2[CH:14]=[CH:13][C:12]([NH:15][C:16]3[N:24]=[C:23]([N:25]4[CH2:30][CH2:29][N:28]([C:45](=[O:46])[CH2:44][C:38]5[CH:43]=[CH:42][CH:41]=[CH:40][CH:39]=5)[CH2:27][CH2:26]4)[CH:22]=[CH:21][C:17]=3[C:18]([NH2:20])=[O:19])=[CH:11][CH:10]=2)=[O:8])[CH2:6][CH2:5][O:4][CH2:3][CH2:2]1. Given the reactants [N:1]1([C:7]([C:9]2[CH:14]=[CH:13][C:12]([NH:15][C:16]3[N:24]=[C:23]([N:25]4[CH2:30][CH2:29][NH:28][CH2:27][CH2:26]4)[CH:22]=[CH:21][C:17]=3[C:18]([NH2:20])=[O:19])=[CH:11][CH:10]=2)=[O:8])[CH2:6][CH2:5][O:4][CH2:3][CH2:2]1.CCN(CC)CC.[C:38]1([CH2:44][C:45](Cl)=[O:46])[CH:43]=[CH:42][CH:41]=[CH:40][CH:39]=1, predict the reaction product. (7) Given the reactants [Br:1][C:2]1[CH:7]=[CH:6][C:5]([N:8]2[C:12](=[O:13])[NH:11][N:10]=[CH:9]2)=[C:4]([F:14])[CH:3]=1.[OH-].[K+].Br[CH2:18][CH:19]([CH3:21])[CH3:20], predict the reaction product. The product is: [Br:1][C:2]1[CH:7]=[CH:6][C:5]([N:8]2[C:12](=[O:13])[N:11]([CH2:18][CH:19]([CH3:21])[CH3:20])[N:10]=[CH:9]2)=[C:4]([F:14])[CH:3]=1.